Dataset: Full USPTO retrosynthesis dataset with 1.9M reactions from patents (1976-2016). Task: Predict the reactants needed to synthesize the given product. (1) Given the product [NH2:16][C:17]1[CH:22]=[C:21]([C:2]2[C:7]([O:8][CH3:9])=[C:6]([CH:10]=[O:11])[CH:5]=[C:4]([S:12]([NH2:15])(=[O:14])=[O:13])[CH:3]=2)[CH:20]=[CH:19][CH:18]=1, predict the reactants needed to synthesize it. The reactants are: Br[C:2]1[CH:3]=[C:4]([S:12]([NH2:15])(=[O:14])=[O:13])[CH:5]=[C:6]([CH:10]=[O:11])[C:7]=1[O:8][CH3:9].[NH2:16][C:17]1[CH:18]=[C:19](B(O)O)[CH:20]=[CH:21][CH:22]=1. (2) Given the product [Br:8][C:9]1[CH:10]=[N:11][CH:12]=[CH:13][C:14]=1[O:39][C:36]1[CH:35]=[CH:34][C:33]([NH:32][C:25]2[C:26]3[C:31](=[CH:30][CH:29]=[CH:28][CH:27]=3)[C:22]([C:16]3[CH:17]=[CH:18][CH:19]=[CH:20][CH:21]=3)=[N:23][N:24]=2)=[CH:38][CH:37]=1, predict the reactants needed to synthesize it. The reactants are: C(=O)([O-])[O-].[Cs+].[Cs+].Cl.[Br:8][C:9]1[CH:10]=[N:11][CH:12]=[CH:13][C:14]=1Cl.[C:16]1([C:22]2[C:31]3[C:26](=[CH:27][CH:28]=[CH:29][CH:30]=3)[C:25]([NH:32][C:33]3[CH:38]=[CH:37][C:36]([OH:39])=[CH:35][CH:34]=3)=[N:24][N:23]=2)[CH:21]=[CH:20][CH:19]=[CH:18][CH:17]=1. (3) Given the product [CH3:78][N:23]([CH3:22])[C@H:24]1[CH2:75][C@@H:74]([CH3:76])[O:73][CH:26]([O:27][C@@H:28]2[C@@H:44]([CH3:45])[C:43](=[O:46])[C@@H:42]([CH3:47])[C:41](=[O:48])[O:40][C@H:39]([CH2:49][CH3:50])[C@:38]3([CH2:51][CH3:52])[C@H:34]([N:11]([CH2:10][CH2:9][N:8]([CH2:7][C:5]4[CH:4]=[C:3]([C:13]5[CH:14]=[N:15][CH:16]=[CH:17][CH:18]=5)[CH:2]=[N:1][CH:6]=4)[CH3:12])[C:36](=[O:53])[O:37]3)[C@@H:33]([CH3:67])[C:32](=[O:68])[C@H:31]([CH3:69])[CH2:30][C@@:29]2([O:71][CH3:72])[CH3:70])[C@@H:25]1[OH:77], predict the reactants needed to synthesize it. The reactants are: [N:1]1[CH:6]=[C:5]([CH2:7][N:8]([CH3:12])[CH2:9][CH2:10][NH2:11])[CH:4]=[C:3]([C:13]2[CH:14]=[N:15][CH:16]=[CH:17][CH:18]=2)[CH:2]=1.C(#N)C.[CH3:22][N:23]([CH3:78])[C@H:24]1[CH2:75][C@@H:74]([CH3:76])[O:73][CH:26]([O:27][C@@H:28]2[C@@H:44]([CH3:45])[C:43](=[O:46])[C@@H:42]([CH3:47])[C:41](=[O:48])[O:40][C@H:39]([CH2:49][CH3:50])[C@:38]3([CH2:51][CH3:52])[C@H:34](N(CCCCN4C5C(=NC=CC=5)N=C4)[C:36](=[O:53])[O:37]3)[C@@H:33]([CH3:67])[C:32](=[O:68])[C@H:31]([CH3:69])[CH2:30][C@@:29]2([O:71][CH3:72])[CH3:70])[C@@H:25]1[OH:77]. (4) Given the product [CH:1]12[CH2:10][CH:5]3[CH2:6][CH:7]([CH2:9][CH:3]([CH2:4]3)[CH2:2]1)[CH2:8]2, predict the reactants needed to synthesize it. The reactants are: [C:1]12(CN)[CH2:10][CH:5]3[CH2:6][CH:7]([CH2:9][CH:3]([CH2:4]3)[CH2:2]1)[CH2:8]2.C1(=O)N(C(CC(O)=O)C(O)=O)C(=O)CC1.C1(=O)N(C(CC(O)=O)C(O)=O)C(=O)CC1.C(O)CO.Cl.